Dataset: Full USPTO retrosynthesis dataset with 1.9M reactions from patents (1976-2016). Task: Predict the reactants needed to synthesize the given product. (1) Given the product [F:1][C:2]1[CH:3]=[C:4]([C:8]2[N:9]=[C:12]3[N:13]=[C:14]([NH:16][C:30]([C:29]4[N:28]([CH3:33])[N:27]=[CH:26][C:25]=4[C:23]([N:21]4[CH2:20][CH:19]([F:18])[CH2:22]4)=[O:24])=[O:31])[CH:15]=[CH:10][N:11]3[CH:17]=2)[CH:5]=[CH:6][CH:7]=1, predict the reactants needed to synthesize it. The reactants are: [F:1][C:2]1[CH:3]=[C:4]([C:8]2[N:9]=[C:10]3[CH:15]=[C:14]([NH2:16])[N:13]=[CH:12][N:11]3[CH:17]=2)[CH:5]=[CH:6][CH:7]=1.[F:18][CH:19]1[CH2:22][N:21]([C:23]([C:25]2[CH:26]=[N:27][N:28]([CH3:33])[C:29]=2[C:30](O)=[O:31])=[O:24])[CH2:20]1. (2) Given the product [OH:23][C:5]1([CH2:4][CH2:3][CH:2]([CH3:21])[CH3:1])[C:14]2[C:9](=[CH:10][CH:11]=[CH:12][CH:13]=2)[C:8](=[O:15])[CH2:7][C:6]1=[O:16], predict the reactants needed to synthesize it. The reactants are: [CH3:1][CH:2]([CH3:21])[CH2:3][CH2:4][C:5]1(C(OC)=O)[C:14]2[C:9](=[CH:10][CH:11]=[CH:12][CH:13]=2)[C:8](=[O:15])[CH2:7][C:6]1=[O:16].Cl.[OH-:23].[Na+].